This data is from Catalyst prediction with 721,799 reactions and 888 catalyst types from USPTO. The task is: Predict which catalyst facilitates the given reaction. (1) Reactant: F[C:2]1[C:3]([CH3:23])=[N:4][C:5]2[C:10]([N:11]=1)=[C:9]([C:12]1[NH:20][C:19]3[CH:18]([CH3:21])[CH2:17][NH:16][C:15](=[O:22])[C:14]=3[CH:13]=1)[CH:8]=[CH:7][CH:6]=2.[CH3:24][C:25]([NH2:28])([CH3:27])[CH3:26].CO.C(Cl)Cl. Product: [C:25]([NH:28][C:2]1[C:3]([CH3:23])=[N:4][C:5]2[C:10]([N:11]=1)=[C:9]([C:12]1[NH:20][C:19]3[CH:18]([CH3:21])[CH2:17][NH:16][C:15](=[O:22])[C:14]=3[CH:13]=1)[CH:8]=[CH:7][CH:6]=2)([CH3:27])([CH3:26])[CH3:24]. The catalyst class is: 16. (2) Reactant: Cl.[NH2:2][CH2:3][C:4]1([CH2:12][C:13]([OH:15])=O)[CH2:9][CH2:8][CH2:7][CH:6]([CH2:10][NH2:11])[NH:5]1.C(N(C(C)C)C(C)C)C.CCCP(=O)=O.O. Product: [NH2:11][CH2:10][CH:6]1[CH2:7][CH2:8][CH2:9][C:4]2([CH2:3][NH:2][C:13](=[O:15])[CH2:12]2)[NH:5]1. The catalyst class is: 13. (3) The catalyst class is: 46. Product: [Cl:1][C:2]1[N:7]=[C:6]([NH:8][C@@H:9]2[CH2:14][CH2:13][CH2:12][N:11]([C:15](=[O:17])[CH:26]=[CH2:27])[CH2:10]2)[C:5]2=[CH:22][CH:23]=[CH:24][N:4]2[N:3]=1. Reactant: [Cl:1][C:2]1[N:7]=[C:6]([NH:8][C@@H:9]2[CH2:14][CH2:13][CH2:12][N:11]([C:15]([O:17]C(C)(C)C)=O)[CH2:10]2)[C:5]2=[CH:22][CH:23]=[CH:24][N:4]2[N:3]=1.F[C:26](F)(F)[C:27](O)=O.C(N(CC)C(C)C)(C)C.C(Cl)(=O)C=C. (4) Reactant: [F:1][C:2]([F:54])([F:53])[C:3]1[CH:4]=[C:5]([CH:46]=[C:47]([C:49]([F:52])([F:51])[F:50])[CH:48]=1)[CH2:6][N:7]([CH2:23][C:24]1[CH:29]=[C:28]([C:30]([F:33])([F:32])[F:31])[CH:27]=[C:26]([CH3:34])[C:25]=1[C:35]1[CH:40]=[C:39]([CH:41]([CH3:43])[CH3:42])[CH:38]=[CH:37][C:36]=1[O:44][CH3:45])[C:8]1[N:13]=[CH:12][C:11]([O:14][CH2:15][CH2:16][CH2:17][C:18]([O:20]CC)=[O:19])=[CH:10][N:9]=1.[OH-].[Na+].Cl.C(OCC)(=O)C. Product: [F:54][C:2]([F:1])([F:53])[C:3]1[CH:4]=[C:5]([CH:46]=[C:47]([C:49]([F:50])([F:51])[F:52])[CH:48]=1)[CH2:6][N:7]([CH2:23][C:24]1[CH:29]=[C:28]([C:30]([F:33])([F:32])[F:31])[CH:27]=[C:26]([CH3:34])[C:25]=1[C:35]1[CH:40]=[C:39]([CH:41]([CH3:43])[CH3:42])[CH:38]=[CH:37][C:36]=1[O:44][CH3:45])[C:8]1[N:9]=[CH:10][C:11]([O:14][CH2:15][CH2:16][CH2:17][C:18]([OH:20])=[O:19])=[CH:12][N:13]=1. The catalyst class is: 8. (5) Reactant: [Cl:1][C:2]1[CH:10]=[C:9]([N+:11]([O-:13])=[O:12])[CH:8]=[CH:7][C:3]=1[C:4]([OH:6])=O.S(Cl)(Cl)=O.O1CCCC1.Cl.[CH2:24]([O:28][C@H:29]1[CH2:33][CH2:32][NH:31][CH2:30]1)[CH:25]([CH3:27])[CH3:26]. Product: [Cl:1][C:2]1[CH:10]=[C:9]([N+:11]([O-:13])=[O:12])[CH:8]=[CH:7][C:3]=1[C:4]([N:31]1[CH2:32][CH2:33][C@H:29]([O:28][CH2:24][CH:25]([CH3:27])[CH3:26])[CH2:30]1)=[O:6]. The catalyst class is: 289.